From a dataset of Full USPTO retrosynthesis dataset with 1.9M reactions from patents (1976-2016). Predict the reactants needed to synthesize the given product. (1) Given the product [CH3:24][C:23]1[CH:22]=[CH:21][C:17]([C:18]([OH:20])=[O:19])=[CH:16][C:15]=1[N:9]1[C:8](=[O:25])[C:7]2[C:12](=[CH:13][CH:14]=[C:5]([O:4][CH2:3][CH2:2][N:26]3[CH2:30][CH2:29][CH2:28][CH2:27]3)[CH:6]=2)[N:11]=[CH:10]1, predict the reactants needed to synthesize it. The reactants are: Cl[CH2:2][CH2:3][O:4][C:5]1[CH:6]=[C:7]2[C:12](=[CH:13][CH:14]=1)[N:11]=[CH:10][N:9]([C:15]1[CH:16]=[C:17]([CH:21]=[CH:22][C:23]=1[CH3:24])[C:18]([OH:20])=[O:19])[C:8]2=[O:25].[NH:26]1[CH2:30][CH2:29][CH2:28][CH2:27]1.C(N(CC)C(C)C)(C)C.[N-]=C=O. (2) Given the product [OH:16][CH:14]1[CH2:15][CH:11]([N:8]2[CH:7]=[N:6][C:5]3[C:4](=[O:22])[NH:3][CH:2]=[N:10][C:9]2=3)[C:12](=[CH2:19])[CH:13]1[CH2:17][OH:18], predict the reactants needed to synthesize it. The reactants are: N[C:2]1[N:10]=[C:9]2[C:5]([N:6]=[CH:7][N:8]2[CH:11]2[CH2:15][CH:14]([OH:16])[CH:13]([CH2:17][OH:18])[C:12]2=[CH2:19])=[C:4](I)[N:3]=1.Cl.[OH-:22].[Na+]. (3) Given the product [CH:34]1([C@@H:32]([NH:31][C:26]2[CH:25]=[C:24]([C:13]3[C:14]4[C:19](=[CH:18][CH:17]=[CH:16][CH:15]=4)[N:11]([S:8]([C:5]4[CH:6]=[CH:7][C:2]([CH3:1])=[CH:3][CH:4]=4)(=[O:10])=[O:9])[CH:12]=3)[N:29]=[C:28]([NH2:30])[N:27]=2)[CH3:33])[CH2:36][CH2:35]1, predict the reactants needed to synthesize it. The reactants are: [CH3:1][C:2]1[CH:7]=[CH:6][C:5]([S:8]([N:11]2[C:19]3[C:14](=[CH:15][CH:16]=[CH:17][CH:18]=3)[C:13](B(O)O)=[CH:12]2)(=[O:10])=[O:9])=[CH:4][CH:3]=1.Cl[C:24]1[N:29]=[C:28]([NH2:30])[N:27]=[C:26]([NH:31][C@H:32]([CH:34]2[CH2:36][CH2:35]2)[CH3:33])[CH:25]=1. (4) Given the product [CH3:17][C:14]1([CH3:18])[O:13][CH:12]([C:9]2[CH:8]=[CH:7][C:6]3[C:11](=[C:2]([N:19]4[CH2:24][CH2:23][CH:22]([CH2:25][NH:26][C:27](=[O:33])[O:28][C:29]([CH3:31])([CH3:30])[CH3:32])[CH2:21][CH2:20]4)[CH:3]=[CH:4][CH:5]=3)[N:10]=2)[CH2:16][O:15]1, predict the reactants needed to synthesize it. The reactants are: Br[C:2]1[CH:3]=[CH:4][CH:5]=[C:6]2[C:11]=1[N:10]=[C:9]([CH:12]1[CH2:16][O:15][C:14]([CH3:18])([CH3:17])[O:13]1)[CH:8]=[CH:7]2.[NH:19]1[CH2:24][CH2:23][CH:22]([CH2:25][NH:26][C:27](=[O:33])[O:28][C:29]([CH3:32])([CH3:31])[CH3:30])[CH2:21][CH2:20]1.C([O-])([O-])=O.[Cs+].[Cs+].